From a dataset of Full USPTO retrosynthesis dataset with 1.9M reactions from patents (1976-2016). Predict the reactants needed to synthesize the given product. The reactants are: [CH:1]1[CH:9]=[CH:8][C:7]2[CH2:10][CH2:11][N:5]3[C:6]=2[C:2]=1[C@H:3]1[CH2:15][NH:14][CH2:13][CH2:12][C@H:4]13.[CH:16]1([C:19](Cl)=[O:20])[CH2:18][CH2:17]1. Given the product [CH:16]1([C:19]([N:14]2[CH2:13][CH2:12][C@H:4]3[N:5]4[CH2:11][CH2:10][C:7]5[CH:8]=[CH:9][CH:1]=[C:2]([C:6]4=5)[C@H:3]3[CH2:15]2)=[O:20])[CH2:18][CH2:17]1, predict the reactants needed to synthesize it.